From a dataset of Full USPTO retrosynthesis dataset with 1.9M reactions from patents (1976-2016). Predict the reactants needed to synthesize the given product. Given the product [C:1]([O:5][C:6]([N:8]1[C:9](=[O:23])[CH:10]=[CH:11][CH2:12][CH2:13]1)=[O:7])([CH3:4])([CH3:2])[CH3:3], predict the reactants needed to synthesize it. The reactants are: [C:1]([O:5][C:6]([N:8]1[CH2:13][CH2:12][CH2:11][CH:10](S(C2C=CC=CC=2)(=O)=O)[C:9]1=[O:23])=[O:7])([CH3:4])([CH3:3])[CH3:2].